This data is from Reaction yield outcomes from USPTO patents with 853,638 reactions. The task is: Predict the reaction yield, written as a fraction of the theoretical maximum amount of product (1.0 means a 100% yield; for example, 0.34 means a 34% yield). (1) The reactants are Cl[C:2]1[C:7]([CH:8]=[O:9])=[C:6]([N:10]2[CH:22]=[CH:21][C:20]3[N:19]4[C:14]([CH2:15][CH2:16][CH2:17][CH2:18]4)=[CH:13][C:12]=3[C:11]2=[O:23])[N:5]=[CH:4][CH:3]=1.[CH3:24][N:25]1[C:29]([CH3:30])=[CH:28][C:27]([NH:31][C:32]2[C:33](=[O:48])[N:34]([CH3:47])[CH:35]=[C:36](B3OC(C)(C)C(C)(C)O3)[CH:37]=2)=[N:26]1.C([O-])(=O)C.[Na+].[O-]P([O-])([O-])=O.[K+].[K+].[K+]. The catalyst is C1C=CC(P(C2C=CC=CC=2)[C-]2C=CC=C2)=CC=1.C1C=CC(P(C2C=CC=CC=2)[C-]2C=CC=C2)=CC=1.Cl[Pd]Cl.[Fe+2].O.C(#N)C. The product is [CH3:24][N:25]1[C:29]([CH3:30])=[CH:28][C:27]([NH:31][C:32]2[C:33](=[O:48])[N:34]([CH3:47])[CH:35]=[C:36]([C:2]3[C:7]([CH:8]=[O:9])=[C:6]([N:10]4[CH:22]=[CH:21][C:20]5[N:19]6[C:14]([CH2:15][CH2:16][CH2:17][CH2:18]6)=[CH:13][C:12]=5[C:11]4=[O:23])[N:5]=[CH:4][CH:3]=3)[CH:37]=2)=[N:26]1. The yield is 0.190. (2) The reactants are [Br:1][C:2]1[CH:3]=[C:4]([OH:15])[CH:5]=[C:6]([NH:8][C:9]2[CH:10]=[N:11][CH:12]=[CH:13][CH:14]=2)[CH:7]=1.[H-].[Na+].[Si:18](Cl)([C:31]([CH3:34])([CH3:33])[CH3:32])([C:25]1[CH:30]=[CH:29][CH:28]=[CH:27][CH:26]=1)[C:19]1[CH:24]=[CH:23][CH:22]=[CH:21][CH:20]=1. The catalyst is CN(C=O)C.C(OC)(C)(C)C. The product is [Br:1][C:2]1[CH:7]=[C:6]([NH:8][C:9]2[CH:10]=[N:11][CH:12]=[CH:13][CH:14]=2)[CH:5]=[C:4]([O:15][Si:18]([C:31]([CH3:34])([CH3:33])[CH3:32])([C:25]2[CH:26]=[CH:27][CH:28]=[CH:29][CH:30]=2)[C:19]2[CH:24]=[CH:23][CH:22]=[CH:21][CH:20]=2)[CH:3]=1. The yield is 0.960. (3) The product is [CH3:1][C:2]1[N:7]2[N:8]=[C:9]([CH2:11][CH2:12][C:13]3[N:17]([CH3:18])[N:16]=[C:15]([N:19]4[CH2:23][CH2:22][CH2:21][C:20]4=[O:24])[N:14]=3)[N:10]=[C:6]2[C:5]([CH3:25])=[N:4][CH:3]=1. The reactants are [CH3:1][C:2]1[N:7]2[N:8]=[C:9](/[CH:11]=[CH:12]/[C:13]3[N:17]([CH3:18])[N:16]=[C:15]([N:19]4[CH2:23][CH2:22][CH2:21][C:20]4=[O:24])[N:14]=3)[N:10]=[C:6]2[C:5]([CH3:25])=[N:4][CH:3]=1. The catalyst is [Pd].CO. The yield is 0.994.